From a dataset of NCI-60 drug combinations with 297,098 pairs across 59 cell lines. Regression. Given two drug SMILES strings and cell line genomic features, predict the synergy score measuring deviation from expected non-interaction effect. (1) Drug 1: C1=CC(=CC=C1CCC2=CNC3=C2C(=O)NC(=N3)N)C(=O)NC(CCC(=O)O)C(=O)O. Drug 2: CCC(=C(C1=CC=CC=C1)C2=CC=C(C=C2)OCCN(C)C)C3=CC=CC=C3.C(C(=O)O)C(CC(=O)O)(C(=O)O)O. Cell line: NCIH23. Synergy scores: CSS=5.62, Synergy_ZIP=-0.727, Synergy_Bliss=2.69, Synergy_Loewe=1.21, Synergy_HSA=2.56. (2) Drug 1: CCC(=C(C1=CC=CC=C1)C2=CC=C(C=C2)OCCN(C)C)C3=CC=CC=C3.C(C(=O)O)C(CC(=O)O)(C(=O)O)O. Drug 2: CN(C(=O)NC(C=O)C(C(C(CO)O)O)O)N=O. Cell line: HT29. Synergy scores: CSS=-0.779, Synergy_ZIP=3.07, Synergy_Bliss=-2.51, Synergy_Loewe=-10.9, Synergy_HSA=-5.33.